Dataset: Reaction yield outcomes from USPTO patents with 853,638 reactions. Task: Predict the reaction yield, written as a fraction of the theoretical maximum amount of product (1.0 means a 100% yield; for example, 0.34 means a 34% yield). (1) The reactants are [O:1]1[C:5]2[CH:6]=[CH:7][CH:8]=[CH:9][C:4]=2[CH:3]=[C:2]1[C:10]1[C:18]2[C:13](=[CH:14][CH:15]=[C:16]([C:19]([OH:21])=O)[CH:17]=2)[N:12](C2CCCCO2)[N:11]=1.F[P-](F)(F)(F)(F)F.N1(OC(N(C)C)=[N+](C)C)C2C=CC=CC=2N=N1.[CH3:52][N:53]([CH3:57])[CH2:54][CH2:55][NH2:56]. No catalyst specified. The product is [O:1]1[C:5]2[CH:6]=[CH:7][CH:8]=[CH:9][C:4]=2[CH:3]=[C:2]1[C:10]1[C:18]2[C:13](=[CH:14][CH:15]=[C:16]([C:19]([NH:56][CH2:55][CH2:54][N:53]([CH3:57])[CH3:52])=[O:21])[CH:17]=2)[NH:12][N:11]=1. The yield is 0.370. (2) The reactants are [C:1]([CH2:4][CH2:5][C:6]1[C:11]([C:12](O)=[O:13])=[C:10]([OH:15])[C:9]([CH3:16])=[N:8][CH:7]=1)([OH:3])=[O:2].Cl. The catalyst is CO. The product is [OH:15][C:10]1[C:11]([CH2:12][OH:13])=[C:6]([CH:5]=[CH:4][C:1]([OH:3])=[O:2])[CH:7]=[N:8][C:9]=1[CH3:16]. The yield is 0.605. (3) The reactants are [CH3:1][O:2][C:3]([C:5]1[N:6]([CH3:24])[C:7](Br)=[C:8]([C:17]2[CH:22]=[CH:21][N:20]=[CH:19][CH:18]=2)[C:9]=1[C:10]1[CH:15]=[CH:14][C:13]([F:16])=[CH:12][CH:11]=1)=[O:4].[CH3:25][C:26](N=NC(C#N)(C)C)(C#N)[CH3:27].CCCC[SnH](CCCC)CCCC. The catalyst is C1(C)C=CC=CC=1. The product is [CH3:1][O:2][C:3]([C:5]1[N:6]2[C:7](=[C:8]([C:17]3[CH:22]=[CH:21][N:20]=[CH:19][CH:18]=3)[C:9]=1[C:10]1[CH:15]=[CH:14][C:13]([F:16])=[CH:12][CH:11]=1)[CH:26]([CH3:27])[CH2:25][CH2:24]2)=[O:4]. The yield is 0.520. (4) The product is [Cl:3][C:4]1[N:5]=[C:6]([C:11]([NH:13][C@H:14]2[CH2:19][CH2:18][N:17]([C:20]3[S:21][C:22]([C:26]([OH:28])=[O:27])=[C:23]([CH3:25])[N:24]=3)[CH2:16][C@H:15]2[F:31])=[O:12])[NH:7][C:8]=1[CH2:9][CH3:10]. The reactants are [OH-].[Li+].[Cl:3][C:4]1[N:5]=[C:6]([C:11]([NH:13][C@H:14]2[CH2:19][CH2:18][N:17]([C:20]3[S:21][C:22]([C:26]([O:28]CC)=[O:27])=[C:23]([CH3:25])[N:24]=3)[CH2:16][C@H:15]2[F:31])=[O:12])[NH:7][C:8]=1[CH2:9][CH3:10].Cl.O. The yield is 0.730. The catalyst is CO.O1CCCC1.